Dataset: Catalyst prediction with 721,799 reactions and 888 catalyst types from USPTO. Task: Predict which catalyst facilitates the given reaction. (1) Reactant: [Br:1][C:2]1[C:3]([O:13][CH3:14])=[C:4]([Br:12])[C:5]2[S:9][C:8]([NH2:10])=[N:7][C:6]=2[CH:11]=1.C(N(CC)CC)C.[CH2:22]([N:24]=[C:25]=[O:26])[CH3:23]. Product: [Br:1][C:2]1[C:3]([O:13][CH3:14])=[C:4]([Br:12])[C:5]2[S:9][C:8]([NH:10][C:25]([NH:24][CH2:22][CH3:23])=[O:26])=[N:7][C:6]=2[CH:11]=1. The catalyst class is: 58. (2) Reactant: Br[C:2]1[S:6][C:5]([N:7]2[CH2:12][CH2:11][C:10]([CH2:18][CH3:19])([C:13]([O:15][CH2:16][CH3:17])=[O:14])[CH2:9][CH2:8]2)=[N:4][CH:3]=1.[CH2:20]([NH:22][C:23]([NH:25][C:26]1[S:27][C:28]2[C:34]([C:35]3[CH:40]=[CH:39][CH:38]=[CH:37][N:36]=3)=[CH:33][C:32](B(O)O)=[CH:31][C:29]=2[N:30]=1)=[O:24])[CH3:21].C(=O)([O-])[O-].[Cs+].[Cs+].C(Cl)Cl. Product: [CH2:18]([C:10]1([C:13]([O:15][CH2:16][CH3:17])=[O:14])[CH2:11][CH2:12][N:7]([C:5]2[S:6][C:2]([C:32]3[CH:33]=[C:34]([C:35]4[CH:40]=[CH:39][CH:38]=[CH:37][N:36]=4)[C:28]4[S:27][C:26]([NH:25][C:23](=[O:24])[NH:22][CH2:20][CH3:21])=[N:30][C:29]=4[CH:31]=3)=[CH:3][N:4]=2)[CH2:8][CH2:9]1)[CH3:19]. The catalyst class is: 151.